Task: Predict which catalyst facilitates the given reaction.. Dataset: Catalyst prediction with 721,799 reactions and 888 catalyst types from USPTO (1) Reactant: CS(Cl)(=O)=O.C(N(CC)CC)C.[Cl:13][C:14]1[CH:19]=[CH:18][C:17]([S:20]([N:23]2[C:27]3[CH2:28][CH:29]4[N:34]([S:35]([C:38]5[CH:43]=[CH:42][C:41]([Cl:44])=[CH:40][CH:39]=5)(=[O:37])=[O:36])[CH:33]([C:26]=3[CH:25]=[N:24]2)[CH2:32][CH:31]([CH:45]=[N:46]O)[CH2:30]4)(=[O:22])=[O:21])=[CH:16][CH:15]=1.[Cl:48][C:49]1[CH:54]=[CH:53][C:52]([S:55]([N:58]2[CH2:62][C:61]3[CH:63]4[N:69]([S:70]([C:73]5[CH:78]=[CH:77][C:76]([Cl:79])=[CH:75][CH:74]=5)(=[O:72])=[O:71])[CH:67]([CH2:68][C:60]=3[NH:59]2)[CH2:66][CH:65]([CH:80]=[N:81]O)[CH2:64]4)(=[O:57])=[O:56])=[CH:51][CH:50]=1. Product: [Cl:13][C:14]1[CH:15]=[CH:16][C:17]([S:20]([N:23]2[C:27]3[CH2:28][CH:29]4[N:34]([S:35]([C:38]5[CH:39]=[CH:40][C:41]([Cl:44])=[CH:42][CH:43]=5)(=[O:37])=[O:36])[CH:33]([C:26]=3[CH:25]=[N:24]2)[CH2:32][CH:31]([C:45]#[N:46])[CH2:30]4)(=[O:22])=[O:21])=[CH:18][CH:19]=1.[Cl:48][C:49]1[CH:50]=[CH:51][C:52]([S:55]([N:58]2[CH:62]=[C:61]3[CH:63]4[N:69]([S:70]([C:73]5[CH:74]=[CH:75][C:76]([Cl:79])=[CH:77][CH:78]=5)(=[O:72])=[O:71])[CH:67]([CH2:68][C:60]3=[N:59]2)[CH2:66][CH:65]([C:80]#[N:81])[CH2:64]4)(=[O:57])=[O:56])=[CH:53][CH:54]=1. The catalyst class is: 2. (2) Reactant: [NH2:1][CH:2]1[CH2:11][C:10]2[C:5](=[C:6]([N:12]3[CH2:16][CH2:15][CH2:14][C:13]3=[O:17])[CH:7]=[CH:8][CH:9]=2)[N:4]([CH2:18][C:19]2[CH:23]=[CH:22][S:21][CH:20]=2)[C:3]1=[O:24].ClC1C=C(Cl)C=C(C=O)C=1O.[C:36]([OH:45])(=[O:44])[C@H:37]([C@@H:39]([C:41]([OH:43])=[O:42])[OH:40])[OH:38]. The catalyst class is: 5. Product: [C:41]([C@H:39]([C@@H:37]([C:36]([OH:45])=[O:44])[OH:38])[OH:40])([OH:43])=[O:42].[NH2:1][CH:2]1[CH2:11][C:10]2[C:5](=[C:6]([N:12]3[CH2:16][CH2:15][CH2:14][C:13]3=[O:17])[CH:7]=[CH:8][CH:9]=2)[N:4]([CH2:18][C:19]2[CH:23]=[CH:22][S:21][CH:20]=2)[C:3]1=[O:24].